This data is from Full USPTO retrosynthesis dataset with 1.9M reactions from patents (1976-2016). The task is: Predict the reactants needed to synthesize the given product. (1) Given the product [F:30][C:31]([F:36])([F:35])[C:32]([OH:34])=[O:33].[NH2:7][C:8]1[CH2:9][O:10][CH2:11][C:12]([C:15]2[CH:16]=[C:17]([C:21]3[CH:22]=[N:23][CH:24]=[C:25]([CH:26]=3)[C:27]#[N:28])[CH:18]=[CH:19][CH:20]=2)([CH3:14])[N:13]=1, predict the reactants needed to synthesize it. The reactants are: C(OC(=O)[NH:7][C:8]1[CH2:9][O:10][CH2:11][C:12]([C:15]2[CH:20]=[CH:19][CH:18]=[C:17]([C:21]3[CH:22]=[N:23][CH:24]=[C:25]([C:27]#[N:28])[CH:26]=3)[CH:16]=2)([CH3:14])[N:13]=1)(C)(C)C.[F:30][C:31]([F:36])([F:35])[C:32]([OH:34])=[O:33]. (2) Given the product [Cl:1][C:2]1[CH:3]=[C:4]([CH:23]=[CH:24][C:25]=1[C:26]([N:28]1[CH2:29][CH2:30][CH2:31][CH2:32]1)=[O:27])[C:5]([NH:7][C@H:8]([C:13]1[NH:17][C:16]2[CH:18]=[CH:19][C:20]([Cl:22])=[CH:21][C:15]=2[N:14]=1)[CH2:9][S:10]([CH2:11][CH3:12])=[O:38])=[O:6], predict the reactants needed to synthesize it. The reactants are: [Cl:1][C:2]1[CH:3]=[C:4]([CH:23]=[CH:24][C:25]=1[C:26]([N:28]1[CH2:32][CH2:31][CH2:30][CH2:29]1)=[O:27])[C:5]([NH:7][C@H:8]([C:13]1[NH:17][C:16]2[CH:18]=[CH:19][C:20]([Cl:22])=[CH:21][C:15]=2[N:14]=1)[CH2:9][S:10][CH2:11][CH3:12])=[O:6].ClC1C=C(C=CC=1)C(OO)=[O:38].C(O)(=O)C.ClCl. (3) Given the product [Cl:1][C:2]1[CH:7]=[CH:6][CH:5]=[CH:4][C:3]=1[C:8]1[C:16]2[O:15][CH:14]([CH2:17][NH2:18])[CH2:13][C:12]=2[CH:11]=[CH:10][CH:9]=1, predict the reactants needed to synthesize it. The reactants are: [Cl:1][C:2]1[CH:7]=[CH:6][CH:5]=[CH:4][C:3]=1[C:8]1[C:16]2[O:15][CH:14]([CH2:17][NH:18]C(=O)OCC3C=CC=CC=3)[CH2:13][C:12]=2[CH:11]=[CH:10][CH:9]=1.I[Si](C)(C)C.Cl. (4) Given the product [NH2:40][C:26]1[N:27]=[C:28]([C:30]2[CH:39]=[C:38]3[C:33]([CH2:34][CH2:35][N:36]([C:2]([NH:1][C@@H:4]([CH2:9][C:10]4[CH:15]=[CH:14][CH:13]=[CH:12][CH:11]=4)[C:5]([O:7][CH3:8])=[O:6])=[O:3])[CH2:37]3)=[CH:32][CH:31]=2)[CH:29]=[C:24]([N:21]2[CH2:20][CH2:19][N:18]([CH3:17])[CH2:23][CH2:22]2)[N:25]=1, predict the reactants needed to synthesize it. The reactants are: [N:1]([C@@H:4]([CH2:9][C:10]1[CH:15]=[CH:14][CH:13]=[CH:12][CH:11]=1)[C:5]([O:7][CH3:8])=[O:6])=[C:2]=[O:3].Cl.[CH3:17][N:18]1[CH2:23][CH2:22][N:21]([C:24]2[CH:29]=[C:28]([C:30]3[CH:39]=[C:38]4[C:33]([CH2:34][CH2:35][NH:36][CH2:37]4)=[CH:32][CH:31]=3)[N:27]=[C:26]([NH2:40])[N:25]=2)[CH2:20][CH2:19]1.C(N(CC)CC)C. (5) Given the product [NH2:9][C:10]1[N:15]=[C:14]([O:3][CH2:4][C:5]([O:7][CH3:8])=[O:6])[C:13]([C:19]2[CH:20]=[CH:21][C:22](=[O:28])[N:23]([CH:25]([CH3:27])[CH3:26])[N:24]=2)=[C:12]([C:29]2[CH:30]=[CH:31][CH:32]=[CH:33][CH:34]=2)[N:11]=1, predict the reactants needed to synthesize it. The reactants are: [H-].[Na+].[OH:3][CH2:4][C:5]([O:7][CH3:8])=[O:6].[NH2:9][C:10]1[N:15]=[C:14](S(C)=O)[C:13]([C:19]2[CH:20]=[CH:21][C:22](=[O:28])[N:23]([CH:25]([CH3:27])[CH3:26])[N:24]=2)=[C:12]([C:29]2[CH:34]=[CH:33][CH:32]=[CH:31][CH:30]=2)[N:11]=1.